This data is from Forward reaction prediction with 1.9M reactions from USPTO patents (1976-2016). The task is: Predict the product of the given reaction. (1) Given the reactants [F:1][C:2]([F:14])([C:8]1[CH:13]=[CH:12][CH:11]=[CH:10][CH:9]=1)[CH2:3][O:4][CH2:5][CH:6]=[CH2:7].C1(CCCC[O:25]CCCO)C=CC=CC=1, predict the reaction product. The product is: [F:1][C:2]([F:14])([C:8]1[CH:13]=[CH:12][CH:11]=[CH:10][CH:9]=1)[CH2:3][O:4][CH2:5][CH2:6][CH2:7][OH:25]. (2) Given the reactants [CH3:1][N:2]1[C:10]2[C:9]([O:11][CH2:12][C:13]3[CH:18]=[CH:17][C:16]([N+:19]([O-])=O)=[CH:15][CH:14]=3)=[N:8][CH:7]=[N:6][C:5]=2[CH:4]=[CH:3]1, predict the reaction product. The product is: [CH3:1][N:2]1[C:10]2[C:9]([O:11][CH2:12][C:13]3[CH:18]=[CH:17][C:16]([NH2:19])=[CH:15][CH:14]=3)=[N:8][CH:7]=[N:6][C:5]=2[CH:4]=[CH:3]1. (3) Given the reactants [F:1][C:2]1[C:3]([C:19]2[CH:24]=[CH:23][CH:22]=[CH:21][CH:20]=2)=[C:4]([CH3:18])[C:5]([C:16]#[N:17])=[C:6]2[C:10]=1[O:9][C:8]([C:11]([CH3:15])([CH3:14])[CH2:12][OH:13])=[N:7]2.F[B-](F)(F)F.[H+].[CH3:31][Si](C=[N+]=[N-])(C)C.O, predict the reaction product. The product is: [F:1][C:2]1[C:3]([C:19]2[CH:24]=[CH:23][CH:22]=[CH:21][CH:20]=2)=[C:4]([CH3:18])[C:5]([C:16]#[N:17])=[C:6]2[C:10]=1[O:9][C:8]([C:11]([CH3:15])([CH3:14])[CH2:12][O:13][CH3:31])=[N:7]2. (4) The product is: [CH2:1]([O:8][C:9]1[CH:10]=[CH:11][C:12]([C@@H:20]([O:23][Si:24]([C:27]([CH3:30])([CH3:29])[CH3:28])([CH3:26])[CH3:25])[CH2:21][NH:32][CH3:31])=[C:13]2[C:18]=1[NH:17][C:16](=[O:19])[CH:15]=[CH:14]2)[C:2]1[CH:7]=[CH:6][CH:5]=[CH:4][CH:3]=1. Given the reactants [CH2:1]([O:8][C:9]1[CH:10]=[CH:11][C:12]([C@@H:20]([O:23][Si:24]([C:27]([CH3:30])([CH3:29])[CH3:28])([CH3:26])[CH3:25])[CH2:21]Br)=[C:13]2[C:18]=1[NH:17][C:16](=[O:19])[CH:15]=[CH:14]2)[C:2]1[CH:7]=[CH:6][CH:5]=[CH:4][CH:3]=1.[CH3:31][NH2:32].O1CCCC1, predict the reaction product.